This data is from NCI-60 drug combinations with 297,098 pairs across 59 cell lines. The task is: Regression. Given two drug SMILES strings and cell line genomic features, predict the synergy score measuring deviation from expected non-interaction effect. (1) Drug 1: CC1=C(C=C(C=C1)NC2=NC=CC(=N2)N(C)C3=CC4=NN(C(=C4C=C3)C)C)S(=O)(=O)N.Cl. Drug 2: C1CN(P(=O)(OC1)NCCCl)CCCl. Cell line: HS 578T. Synergy scores: CSS=18.7, Synergy_ZIP=5.51, Synergy_Bliss=14.3, Synergy_Loewe=12.1, Synergy_HSA=11.1. (2) Drug 1: CCC1=CC2CC(C3=C(CN(C2)C1)C4=CC=CC=C4N3)(C5=C(C=C6C(=C5)C78CCN9C7C(C=CC9)(C(C(C8N6C)(C(=O)OC)O)OC(=O)C)CC)OC)C(=O)OC.C(C(C(=O)O)O)(C(=O)O)O. Drug 2: C1=CC=C(C=C1)NC(=O)CCCCCCC(=O)NO. Cell line: OVCAR-4. Synergy scores: CSS=14.2, Synergy_ZIP=-8.00, Synergy_Bliss=-4.97, Synergy_Loewe=-11.5, Synergy_HSA=-3.87. (3) Drug 1: C1=NC2=C(N1)C(=S)N=CN2. Drug 2: CN(C(=O)NC(C=O)C(C(C(CO)O)O)O)N=O. Cell line: NCI/ADR-RES. Synergy scores: CSS=41.1, Synergy_ZIP=-0.447, Synergy_Bliss=-2.85, Synergy_Loewe=-56.2, Synergy_HSA=-4.08. (4) Drug 1: CC1(CCCN1)C2=NC3=C(C=CC=C3N2)C(=O)N. Drug 2: CC1CC(C(C(C=C(C(C(C=CC=C(C(=O)NC2=CC(=O)C(=C(C1)C2=O)OC)C)OC)OC(=O)N)C)C)O)OC. Cell line: NCI-H460. Synergy scores: CSS=33.5, Synergy_ZIP=0.731, Synergy_Bliss=-1.53, Synergy_Loewe=-46.3, Synergy_HSA=-0.290.